This data is from Reaction yield outcomes from USPTO patents with 853,638 reactions. The task is: Predict the reaction yield, written as a fraction of the theoretical maximum amount of product (1.0 means a 100% yield; for example, 0.34 means a 34% yield). The reactants are [CH3:1][S:2]([CH2:5][C:6]1[N:11]=[CH:10][C:9]([NH:12][C:13](=[O:21])OC2C=CC=CC=2)=[CH:8][CH:7]=1)(=[O:4])=[O:3].C(N(CC)CC)C.Cl.[Cl:30][C:31]1[CH:32]=[C:33]([N:37]2[C:41]([CH2:42][NH2:43])=[CH:40][C:39]([C:44]([F:47])([F:46])[F:45])=[N:38]2)[CH:34]=[CH:35][CH:36]=1. The catalyst is ClCCl. The product is [Cl:30][C:31]1[CH:32]=[C:33]([N:37]2[C:41]([CH2:42][NH:43][C:13]([NH:12][C:9]3[CH:10]=[N:11][C:6]([CH2:5][S:2]([CH3:1])(=[O:3])=[O:4])=[CH:7][CH:8]=3)=[O:21])=[CH:40][C:39]([C:44]([F:45])([F:46])[F:47])=[N:38]2)[CH:34]=[CH:35][CH:36]=1. The yield is 0.400.